This data is from Forward reaction prediction with 1.9M reactions from USPTO patents (1976-2016). The task is: Predict the product of the given reaction. Given the reactants [OH:1][C:2]1[CH:3]=[C:4]2[C:9](=[CH:10][CH:11]=1)[NH:8][C:7]([C:12]([OH:14])=O)=[CH:6][C:5]2=[O:15].[O:16]([CH:23]1[CH2:28][CH2:27]N(C)CC1)[C:17]1[CH:22]=[CH:21][CH:20]=[CH:19][CH:18]=1, predict the reaction product. The product is: [OH:1][C:2]1[CH:3]=[C:4]2[C:9](=[CH:10][CH:11]=1)[NH:8][C:7]([C:12]([N:8]1[CH2:9][CH2:27][CH:28]([CH2:23][O:16][C:17]3[CH:18]=[CH:19][CH:20]=[CH:21][CH:22]=3)[CH2:6][CH2:7]1)=[O:14])=[CH:6][C:5]2=[O:15].